From a dataset of Catalyst prediction with 721,799 reactions and 888 catalyst types from USPTO. Predict which catalyst facilitates the given reaction. (1) Reactant: Cl[C:2]1[C:11]([N:12]([CH:14]([CH3:16])[CH3:15])[CH3:13])=[N:10][C:9]2[C:4](=[CH:5][CH:6]=[C:7]([C:17]([O:19]C)=[O:18])[CH:8]=2)[N:3]=1.[NH:21]1[C:25]2[CH:26]=[CH:27][CH:28]=[CH:29][C:24]=2[N:23]=[CH:22]1.C(O[K])(C)=O. Product: [N:21]1([C:2]2[C:11]([N:12]([CH:14]([CH3:16])[CH3:15])[CH3:13])=[N:10][C:9]3[C:4](=[CH:5][CH:6]=[C:7]([C:17]([OH:19])=[O:18])[CH:8]=3)[N:3]=2)[C:25]2[CH:26]=[CH:27][CH:28]=[CH:29][C:24]=2[N:23]=[CH:22]1. The catalyst class is: 73. (2) Reactant: Cl[C:2]1[C:7]([C:8]2([OH:12])[CH2:11][O:10][CH2:9]2)=[CH:6][N:5]=[C:4]([C:13]#[N:14])[CH:3]=1.[F:15][C:16]([F:20])([F:19])[CH2:17][OH:18].CC(C)([O-])C.[K+]. Product: [OH:12][C:8]1([C:7]2[C:2]([O:18][CH2:17][C:16]([F:20])([F:19])[F:15])=[CH:3][C:4]([C:13]#[N:14])=[N:5][CH:6]=2)[CH2:11][O:10][CH2:9]1. The catalyst class is: 3. (3) Reactant: C(OC([N:8]1[CH2:13][CH2:12][C:11]([C:21]#[N:22])([CH2:14][C:15]2[CH:20]=[CH:19][N:18]=[CH:17][CH:16]=2)[CH2:10][CH2:9]1)=O)(C)(C)C.C(O)(C(F)(F)F)=O. Product: [N:18]1[CH:19]=[CH:20][C:15]([CH2:14][C:11]2([C:21]#[N:22])[CH2:12][CH2:13][NH:8][CH2:9][CH2:10]2)=[CH:16][CH:17]=1. The catalyst class is: 2. (4) Reactant: Br[C:2]1[CH:7]=[N:6][C:5]2=[C:8]([N:11]3[CH2:16][CH2:15][CH2:14][CH:13]([OH:17])[CH2:12]3)[S:9][N:10]=[C:4]2[CH:3]=1.[CH3:18][O:19][C:20]1[CH:21]=[C:22](B(O)O)[CH:23]=[CH:24][C:25]=1[O:26][CH3:27].C([O-])([O-])=O.[K+].[K+]. Product: [CH3:18][O:19][C:20]1[CH:21]=[C:22]([C:2]2[CH:7]=[N:6][C:5]3=[C:8]([N:11]4[CH2:16][CH2:15][CH2:14][CH:13]([OH:17])[CH2:12]4)[S:9][N:10]=[C:4]3[CH:3]=2)[CH:23]=[CH:24][C:25]=1[O:26][CH3:27]. The catalyst class is: 73. (5) Reactant: [Cl:1][C:2]1[CH:7]=[CH:6][C:5]([C:8]([C:34]2[CH:39]=[CH:38][C:37]([Cl:40])=[CH:36][CH:35]=2)([OH:33])[CH2:9][NH:10][C:11]2[N:19]=[C:18](Cl)[N:17]=[C:16]3[C:12]=2[N:13]=[CH:14][N:15]3[C@@H:21]2[CH2:25][C@H:24]([NH:26][C:27](=[O:30])[CH2:28][CH3:29])[C@@H:23]([OH:31])[C@H:22]2[OH:32])=[CH:4][CH:3]=1.[C:41]([NH:48][C@@H:49]1[CH2:53][CH2:52][NH:51][CH2:50]1)([O:43][C:44]([CH3:47])([CH3:46])[CH3:45])=[O:42].[I-].[Na+]. Product: [C:44]([O:43][C:41](=[O:42])[NH:48][C@@H:49]1[CH2:53][CH2:52][N:51]([C:18]2[N:17]=[C:16]3[C:12]([N:13]=[CH:14][N:15]3[C@@H:21]3[CH2:25][C@H:24]([NH:26][C:27](=[O:30])[CH2:28][CH3:29])[C@@H:23]([OH:31])[C@H:22]3[OH:32])=[C:11]([NH:10][CH2:9][C:8]([C:34]3[CH:35]=[CH:36][C:37]([Cl:40])=[CH:38][CH:39]=3)([C:5]3[CH:4]=[CH:3][C:2]([Cl:1])=[CH:7][CH:6]=3)[OH:33])[N:19]=2)[CH2:50]1)([CH3:47])([CH3:45])[CH3:46]. The catalyst class is: 10. (6) Reactant: [Br:1][C:2]1[CH:3]=[N:4][CH:5]=[C:6]([O:8][CH3:9])[CH:7]=1.[NH2:10][O:11][S:12]([C:15]1[C:20]([CH3:21])=[CH:19][C:18]([CH3:22])=[CH:17][C:16]=1[CH3:23])(=[O:14])=[O:13].CCOCC. Product: [NH2:10][O:11][S:12]([C:15]1[C:20]([CH3:21])=[CH:19][C:18]([CH3:22])=[CH:17][C:16]=1[CH3:23])(=[O:13])=[O:14].[CH3:21][C:20]1[CH:19]=[C:18]([CH3:22])[CH:17]=[C:16]([CH3:23])[C:15]=1[S:12]([O-:14])(=[O:13])=[O:11].[NH2:10][N+:4]1[CH:5]=[C:6]([O:8][CH3:9])[CH:7]=[C:2]([Br:1])[CH:3]=1. The catalyst class is: 4.